Dataset: Full USPTO retrosynthesis dataset with 1.9M reactions from patents (1976-2016). Task: Predict the reactants needed to synthesize the given product. (1) Given the product [C:1]([O:4][C@@H:5]1[CH2:9][CH2:8][C@H:7]([CH2:10][C:11]([NH:45][C:43]2[S:44][C:40]3[C:39]([N:46]4[CH2:51][CH2:50][O:49][CH2:48][CH2:47]4)=[CH:38][CH:37]=[C:36]([O:35][CH3:34])[C:41]=3[N:42]=2)=[O:13])[CH2:6]1)(=[O:3])[CH3:2], predict the reactants needed to synthesize it. The reactants are: [C:1]([O:4][C@@H:5]1[CH2:9][CH2:8][C@H:7]([CH2:10][C:11]([OH:13])=O)[CH2:6]1)(=[O:3])[CH3:2].CN(C)C=O.C(Cl)(=O)C(Cl)=O.C(N(C(C)C)C(C)C)C.[CH3:34][O:35][C:36]1[C:41]2[N:42]=[C:43]([NH2:45])[S:44][C:40]=2[C:39]([N:46]2[CH2:51][CH2:50][O:49][CH2:48][CH2:47]2)=[CH:38][CH:37]=1.C(=O)([O-])O.[Na+]. (2) Given the product [Si:33]([O:50][CH2:51][C@H:52]1[N:53]([C:11](=[O:12])[CH2:10][C@@H:9]([NH:14][C:15]2[CH:20]=[CH:19][C:18]([S:21]([NH2:22])(=[O:24])=[O:23])=[CH:17][C:16]=2[S:25]([C:28]([F:30])([F:31])[F:29])(=[O:27])=[O:26])[CH2:8][S:7][C:1]2[CH:6]=[CH:5][CH:4]=[CH:3][CH:2]=2)[CH2:54][CH2:55][O:56][CH2:57]1)([C:46]([CH3:47])([CH3:48])[CH3:49])([C:34]1[CH:35]=[CH:36][CH:37]=[CH:38][CH:39]=1)[C:40]1[CH:45]=[CH:44][CH:43]=[CH:42][CH:41]=1, predict the reactants needed to synthesize it. The reactants are: [C:1]1([S:7][CH2:8][C@H:9]([NH:14][C:15]2[CH:20]=[CH:19][C:18]([S:21](=[O:24])(=[O:23])[NH2:22])=[CH:17][C:16]=2[S:25]([C:28]([F:31])([F:30])[F:29])(=[O:27])=[O:26])[CH2:10][C:11](O)=[O:12])[CH:6]=[CH:5][CH:4]=[CH:3][CH:2]=1.Cl.[Si:33]([O:50][CH2:51][C@@H:52]1[CH2:57][O:56][CH2:55][CH2:54][NH:53]1)([C:46]([CH3:49])([CH3:48])[CH3:47])([C:40]1[CH:45]=[CH:44][CH:43]=[CH:42][CH:41]=1)[C:34]1[CH:39]=[CH:38][CH:37]=[CH:36][CH:35]=1.CCN(C(C)C)C(C)C.CN(C(ON1N=NC2C=CC=NC1=2)=[N+](C)C)C.F[P-](F)(F)(F)(F)F.